From a dataset of Reaction yield outcomes from USPTO patents with 853,638 reactions. Predict the reaction yield, written as a fraction of the theoretical maximum amount of product (1.0 means a 100% yield; for example, 0.34 means a 34% yield). The reactants are C(Cl)(=O)C(Cl)=O.CS(C)=O.[N:11]1[CH:16]=[CH:15][CH:14]=[C:13]2[CH2:17][CH2:18][CH2:19][CH2:20][CH:21]([OH:22])[C:12]=12.C(N(CC)CC)C. The catalyst is ClCCl. The product is [N:11]1[CH:16]=[CH:15][CH:14]=[C:13]2[CH2:17][CH2:18][CH2:19][CH2:20][C:21](=[O:22])[C:12]=12. The yield is 0.740.